From a dataset of Full USPTO retrosynthesis dataset with 1.9M reactions from patents (1976-2016). Predict the reactants needed to synthesize the given product. Given the product [CH3:22][C:11]1[CH:10]=[C:9]([O:8][C:6]2[CH:5]=[CH:4][N:3]=[C:2]([NH:32][C:28]3[CH:27]=[C:26]([CH:31]=[CH:30][CH:29]=3)[C:25]([O:24][CH3:23])=[O:33])[CH:7]=2)[C:14]([C:15]2[CH:20]=[CH:19][CH:18]=[CH:17][N:16]=2)=[N:13][C:12]=1[CH3:21], predict the reactants needed to synthesize it. The reactants are: Cl[C:2]1[CH:7]=[C:6]([O:8][C:9]2[CH:10]=[C:11]([CH3:22])[C:12]([CH3:21])=[N:13][C:14]=2[C:15]2[CH:20]=[CH:19][CH:18]=[CH:17][N:16]=2)[CH:5]=[CH:4][N:3]=1.[CH3:23][O:24][C:25](=[O:33])[C:26]1[CH:31]=[CH:30][CH:29]=[C:28]([NH2:32])[CH:27]=1.CC1(C)C2C(=C(P(C3C=CC=CC=3)C3C=CC=CC=3)C=CC=2)OC2C(P(C3C=CC=CC=3)C3C=CC=CC=3)=CC=CC1=2.C([O-])([O-])=O.[Cs+].[Cs+].